Predict the product of the given reaction. From a dataset of Forward reaction prediction with 1.9M reactions from USPTO patents (1976-2016). (1) Given the reactants [C:1]([O:5][C:6]([N:8]1[CH2:12][C@H:11]([OH:13])[CH2:10][C@H:9]1[C:14]([OH:16])=O)=[O:7])([CH3:4])([CH3:3])[CH3:2].CCN(C(C)C)C(C)C.CN(C(ON1N=NC2C=CC=NC1=2)=[N+](C)C)C.F[P-](F)(F)(F)(F)F.[CH3:50][C:51]1[N:52]=[CH:53][S:54][C:55]=1[C:56]1[CH:61]=[CH:60][C:59]([CH2:62][NH2:63])=[CH:58][CH:57]=1, predict the reaction product. The product is: [OH:13][C@H:11]1[CH2:12][N:8]([C:6]([O:5][C:1]([CH3:2])([CH3:3])[CH3:4])=[O:7])[C@H:9]([C:14](=[O:16])[NH:63][CH2:62][C:59]2[CH:58]=[CH:57][C:56]([C:55]3[S:54][CH:53]=[N:52][C:51]=3[CH3:50])=[CH:61][CH:60]=2)[CH2:10]1. (2) Given the reactants [C:1]([O:5][C:6](=[O:38])[N:7]([CH3:37])[C@H:8]([C:10](=[O:36])[NH:11][C@@H:12]1[C:18](=[O:19])[N:17]([CH2:20][C:21]2[C:30]3[C:25](=[CH:26][CH:27]=[CH:28][CH:29]=3)[CH:24]=[CH:23][C:22]=2[CH3:31])[C:16]2[CH:32]=[CH:33][CH:34]=[CH:35][C:15]=2[NH:14][CH2:13]1)[CH3:9])([CH3:4])([CH3:3])[CH3:2].[CH3:39][O:40][C:41](=[O:51])[C:42]1[CH:50]=[CH:49][C:45]([C:46](O)=[O:47])=[CH:44][CH:43]=1.O=P(Cl)(Cl)Cl, predict the reaction product. The product is: [CH3:39][O:40][C:41](=[O:51])[C:42]1[CH:50]=[CH:49][C:45]([C:46]([N:14]2[CH2:13][C@H:12]([NH:11][C:10](=[O:36])[C@@H:8]([N:7]([C:6]([O:5][C:1]([CH3:4])([CH3:2])[CH3:3])=[O:38])[CH3:37])[CH3:9])[C:18](=[O:19])[N:17]([CH2:20][C:21]3[C:30]4[C:25](=[CH:26][CH:27]=[CH:28][CH:29]=4)[CH:24]=[CH:23][C:22]=3[CH3:31])[C:16]3[CH:32]=[CH:33][CH:34]=[CH:35][C:15]2=3)=[O:47])=[CH:44][CH:43]=1. (3) The product is: [CH2:13]([N:15]1[C:19]2[N:20]=[C:21]([C:31]3[CH:37]=[CH:36][C:34]([NH:35][C:2]([NH:38][C:39]4[CH:44]=[CH:43][C:42]([CH2:45][CH2:46][OH:47])=[CH:41][CH:40]=4)=[O:4])=[CH:33][CH:32]=3)[N:22]=[C:23]([N:24]3[CH2:29][CH2:28][O:27][CH2:26][C@@H:25]3[CH3:30])[C:18]=2[N:17]=[N:16]1)[CH3:14]. Given the reactants Cl[C:2](Cl)([O:4]C(=O)OC(Cl)(Cl)Cl)Cl.[CH2:13]([N:15]1[C:19]2[N:20]=[C:21]([C:31]3[CH:37]=[CH:36][C:34]([NH2:35])=[CH:33][CH:32]=3)[N:22]=[C:23]([N:24]3[CH2:29][CH2:28][O:27][CH2:26][C@@H:25]3[CH3:30])[C:18]=2[N:17]=[N:16]1)[CH3:14].[NH2:38][C:39]1[CH:44]=[CH:43][C:42]([CH2:45][CH2:46][OH:47])=[CH:41][CH:40]=1.CCN(CC)CC, predict the reaction product. (4) Given the reactants Cl.Cl.[C:3]([C:7]1[CH:12]=[CH:11][CH:10]=[CH:9][C:8]=1[N:13]1[CH2:18][CH2:17][N:16]([C:19](=[O:29])[C:20]([NH:22][CH:23]2[CH2:28][CH2:27][NH:26][CH2:25][CH2:24]2)=[O:21])[CH2:15][CH2:14]1)([CH3:6])([CH3:5])[CH3:4].[CH3:30][S:31](Cl)(=[O:33])=[O:32].C([O-])(O)=O.[Na+], predict the reaction product. The product is: [C:3]([C:7]1[CH:12]=[CH:11][CH:10]=[CH:9][C:8]=1[N:13]1[CH2:14][CH2:15][N:16]([C:19](=[O:29])[C:20]([NH:22][CH:23]2[CH2:24][CH2:25][N:26]([S:31]([CH3:30])(=[O:33])=[O:32])[CH2:27][CH2:28]2)=[O:21])[CH2:17][CH2:18]1)([CH3:6])([CH3:4])[CH3:5]. (5) Given the reactants [Cl:1][C:2]1[CH:3]=[C:4]([C:11]2[CH:15]=[CH:14][N:13]([CH2:16][C@@H:17]([NH:19][C:20]([C:22]3[N:23]=[C:24]([C:27](O)([CH3:29])[CH3:28])[O:25][CH:26]=3)=[O:21])[CH3:18])[N:12]=2)[CH:5]=[C:6]([F:10])[C:7]=1[C:8]#[N:9].C(N(CC)CC)C.P([Cl:46])(OCC)(OCC)=O.[OH-].[Na+], predict the reaction product. The product is: [Cl:1][C:2]1[CH:3]=[C:4]([C:11]2[CH:15]=[CH:14][N:13]([CH2:16][CH:17]([NH:19][C:20]([C:22]3[N:23]=[C:24]([C@@H:27]([CH2:29][Cl:46])[CH3:28])[O:25][CH:26]=3)=[O:21])[CH3:18])[N:12]=2)[CH:5]=[C:6]([F:10])[C:7]=1[C:8]#[N:9].